Dataset: Reaction yield outcomes from USPTO patents with 853,638 reactions. Task: Predict the reaction yield, written as a fraction of the theoretical maximum amount of product (1.0 means a 100% yield; for example, 0.34 means a 34% yield). The reactants are [Cl:1][C:2]1[CH:10]=[CH:9][C:8]([N:11]2[C:15](=[O:16])[NH:14][N:13]=[CH:12]2)=[CH:7][C:3]=1[C:4]([OH:6])=O.ON1C2C=CC=CC=2N=N1.Cl.C(N=C=NCCCN(C)C)C.[Cl:39][C:40]1[CH:48]=[CH:47][CH:46]=[CH:45][C:41]=1[CH2:42][CH2:43][NH2:44].C(N(CC)CC)C. The catalyst is CCOC(C)=O.CN(C=O)C. The product is [Cl:1][C:2]1[CH:10]=[CH:9][C:8]([N:11]2[C:15](=[O:16])[NH:14][N:13]=[CH:12]2)=[CH:7][C:3]=1[C:4]([NH:44][CH2:43][CH2:42][C:41]1[CH:45]=[CH:46][CH:47]=[CH:48][C:40]=1[Cl:39])=[O:6]. The yield is 0.100.